Dataset: Reaction yield outcomes from USPTO patents with 853,638 reactions. Task: Predict the reaction yield, written as a fraction of the theoretical maximum amount of product (1.0 means a 100% yield; for example, 0.34 means a 34% yield). (1) The reactants are [NH2:1][C:2]1[CH:7]=[CH:6][C:5]([Br:8])=[CH:4][N:3]=1.Cl[CH2:10][C:11](=O)[CH3:12]. The catalyst is C(O)C. The product is [Br:8][C:5]1[CH:6]=[CH:7][C:2]2[N:3]([CH:10]=[C:11]([CH3:12])[N:1]=2)[CH:4]=1. The yield is 0.664. (2) The reactants are [NH2:1][C@@H:2]1[CH2:7][CH2:6][CH2:5][N:4]([C:8]2[N:9]([CH2:16][C:17]3[CH:24]=[CH:23][CH:22]=[CH:21][C:18]=3[C:19]#[N:20])[C:10](=[O:15])[C:11](Br)=[CH:12][N:13]=2)[CH2:3]1.C([SnH](CCCC)CCCC)CCC.CC(N=NC(C#N)(C)C)(C#N)C. The catalyst is C1(C)C=CC=CC=1.C1C=CC([P]([Pd]([P](C2C=CC=CC=2)(C2C=CC=CC=2)C2C=CC=CC=2)([P](C2C=CC=CC=2)(C2C=CC=CC=2)C2C=CC=CC=2)[P](C2C=CC=CC=2)(C2C=CC=CC=2)C2C=CC=CC=2)(C2C=CC=CC=2)C2C=CC=CC=2)=CC=1. The product is [NH2:1][C@@H:2]1[CH2:7][CH2:6][CH2:5][N:4]([C:8]2[N:9]([CH2:16][C:17]3[CH:24]=[CH:23][CH:22]=[CH:21][C:18]=3[C:19]#[N:20])[C:10](=[O:15])[CH:11]=[CH:12][N:13]=2)[CH2:3]1. The yield is 0.590. (3) The yield is 0.820. The reactants are ClC1C=CC=CC=1NC(=O)NC1C=CC(C2C=C3C(CN([C@@H](C(C)C)C(O)=O)C3=O)=CC=2)=NC=1.[Cl:35][C:36]1[CH:41]=[CH:40][C:39]([NH:42][C:43](=[O:69])[NH:44][C:45]2[CH:46]=[CH:47][C:48]([C:51]3[CH:59]=[C:58]4[C:54]([CH2:55][N:56]([C@@H:61]([CH:66]([CH3:68])[CH3:67])[C:62]([O:64]C)=[O:63])[C:57]4=[O:60])=[CH:53][CH:52]=3)=[N:49][CH:50]=2)=[C:38]([O:70][C:71]2[CH:76]=[CH:75][CH:74]=[CH:73][CH:72]=2)[CH:37]=1. No catalyst specified. The product is [Cl:35][C:36]1[CH:41]=[CH:40][C:39]([NH:42][C:43](=[O:69])[NH:44][C:45]2[CH:46]=[CH:47][C:48]([C:51]3[CH:59]=[C:58]4[C:54]([CH2:55][N:56]([C@@H:61]([CH:66]([CH3:68])[CH3:67])[C:62]([OH:64])=[O:63])[C:57]4=[O:60])=[CH:53][CH:52]=3)=[N:49][CH:50]=2)=[C:38]([O:70][C:71]2[CH:72]=[CH:73][CH:74]=[CH:75][CH:76]=2)[CH:37]=1. (4) The reactants are [Cl:1][C:2]1[CH:7]=[CH:6][CH:5]=[CH:4][C:3]=1[C:8]([C:10]1[C:15]([Cl:16])=[N:14][C:13](Cl)=[CH:12][N:11]=1)=[O:9].[F:18][C:19]1[CH:24]=[C:23]([F:25])[CH:22]=[CH:21][C:20]=1[OH:26].C(=O)([O-])[O-].[K+].[K+]. The catalyst is CN(C=O)C. The product is [Cl:16][C:15]1[C:10]([C:8]([C:3]2[CH:4]=[CH:5][CH:6]=[CH:7][C:2]=2[Cl:1])=[O:9])=[N:11][CH:12]=[C:13]([O:26][C:20]2[CH:21]=[CH:22][C:23]([F:25])=[CH:24][C:19]=2[F:18])[N:14]=1. The yield is 0.880. (5) The catalyst is C1COCC1. The reactants are C(OP([CH2:9][C:10]([O:12][CH2:13][CH3:14])=[O:11])(OCC)=O)C.[H-].[Na+].O=[C:18]1[CH2:21][N:20]([C:22]([O:24][C:25]([CH3:28])([CH3:27])[CH3:26])=[O:23])[CH2:19]1. The yield is 0.620. The product is [CH2:13]([O:12][C:10](=[O:11])[CH:9]=[C:18]1[CH2:19][N:20]([C:22]([O:24][C:25]([CH3:28])([CH3:27])[CH3:26])=[O:23])[CH2:21]1)[CH3:14].